From a dataset of Forward reaction prediction with 1.9M reactions from USPTO patents (1976-2016). Predict the product of the given reaction. The product is: [Cl:1][C:2]1[C:3]2[N:10]([CH2:13][CH2:12][C:11]([O:15][CH2:16][CH3:17])=[O:14])[CH:9]=[CH:8][C:4]=2[N:5]=[CH:6][N:7]=1. Given the reactants [Cl:1][C:2]1[C:3]2[NH:10][CH:9]=[CH:8][C:4]=2[N:5]=[CH:6][N:7]=1.[C:11]([O:15][CH2:16][CH3:17])(=[O:14])[CH:12]=[CH2:13].C(=O)([O-])[O-].[K+].[K+].[Cl-].[NH4+], predict the reaction product.